The task is: Regression. Given a peptide amino acid sequence and an MHC pseudo amino acid sequence, predict their binding affinity value. This is MHC class I binding data.. This data is from Peptide-MHC class I binding affinity with 185,985 pairs from IEDB/IMGT. The peptide sequence is MWYWGPSLY. The MHC is HLA-A31:01 with pseudo-sequence HLA-A31:01. The binding affinity (normalized) is 0.125.